The task is: Predict the reactants needed to synthesize the given product.. This data is from Full USPTO retrosynthesis dataset with 1.9M reactions from patents (1976-2016). (1) Given the product [F:20][C:21]1[CH:22]=[C:23]([CH:24]=[CH:25][CH:26]=1)[O:27][CH2:15][CH2:14][O:13][C:10]1[CH:9]=[CH:8][C:7]([CH2:6][C@H:5]([O:17][CH3:18])[C:4]([OH:3])=[O:19])=[CH:12][CH:11]=1, predict the reactants needed to synthesize it. The reactants are: C([O:3][C:4](=[O:19])[C@@H:5]([O:17][CH3:18])[CH2:6][C:7]1[CH:12]=[CH:11][C:10]([O:13][CH2:14][CH2:15]Br)=[CH:9][CH:8]=1)C.[F:20][C:21]1[CH:22]=[C:23]([OH:27])[CH:24]=[CH:25][CH:26]=1.CO[C@@H](CC1C=CC(OCCCOC2C=CC=CC=2)=CC=1)C(O)=O. (2) Given the product [CH3:16][C:10]1[C:9]([O:8][C:6]2[CH:5]=[CH:4][N:3]=[C:2]([NH:30][C:27]3[CH:26]=[CH:25][C:24]([S:21]([NH:20][C:18](=[O:19])[CH3:17])(=[O:23])=[O:22])=[CH:29][CH:28]=3)[CH:7]=2)=[CH:14][CH:13]=[C:12]([CH3:15])[N:11]=1, predict the reactants needed to synthesize it. The reactants are: Cl[C:2]1[CH:7]=[C:6]([O:8][C:9]2[C:10]([CH3:16])=[N:11][C:12]([CH3:15])=[CH:13][CH:14]=2)[CH:5]=[CH:4][N:3]=1.[CH3:17][C:18]([NH:20][S:21]([C:24]1[CH:25]=[CH:26][C:27]([NH2:30])=[CH:28][CH:29]=1)(=[O:23])=[O:22])=[O:19].C([O-])([O-])=O.[Cs+].[Cs+]. (3) Given the product [Cl:23][C:20]1[CH:19]=[CH:18][C:17]2[O:16][C:15]3[C:10](=[CH:11][C:12]([C:24]4[CH:25]=[N:26][CH:27]=[N:28][CH:29]=4)=[CH:13][CH:14]=3)[C:9]3([CH2:8][S:7][C:6]([NH2:5])=[N:30]3)[C:22]=2[CH:21]=1, predict the reactants needed to synthesize it. The reactants are: C([NH:5][C:6]1[S:7][CH2:8][C:9]2([N:30]=1)[C:22]1[CH:21]=[C:20]([Cl:23])[CH:19]=[CH:18][C:17]=1[O:16][C:15]1[C:10]2=[CH:11][C:12]([C:24]2[CH:25]=[N:26][CH:27]=[N:28][CH:29]=2)=[CH:13][CH:14]=1)(C)(C)C.C(O)(C(F)(F)F)=O.[OH-].[Na+]. (4) Given the product [CH3:11][O:10][C:6]1[CH:7]=[CH:8][N:9]2[CH:13]=[CH:14][N:1]=[C:2]2[C:3]=1[C:4]#[N:5], predict the reactants needed to synthesize it. The reactants are: [NH2:1][C:2]1[N:9]=[CH:8][CH:7]=[C:6]([O:10][CH3:11])[C:3]=1[C:4]#[N:5].Cl[CH2:13][CH:14]=O.[OH-].[Na+]. (5) Given the product [F:31][C:28]1[CH:29]=[CH:30][C:25]([C:22]2[CH2:23][CH2:24][N:19]([S:16]([C:14]3[CH:15]=[C:9]([OH:8])[C:10]([OH:11])=[CH:12][CH:13]=3)(=[O:18])=[O:17])[CH2:20][CH:21]=2)=[CH:26][CH:27]=1, predict the reactants needed to synthesize it. The reactants are: C1(C2(C3C=CC=CC=3)[O:11][C:10]3[CH:12]=[CH:13][C:14]([S:16]([N:19]4[CH2:24][CH:23]=[C:22]([C:25]5[CH:30]=[CH:29][C:28]([F:31])=[CH:27][CH:26]=5)[CH2:21][CH2:20]4)(=[O:18])=[O:17])=[CH:15][C:9]=3[O:8]2)C=CC=CC=1.FC(F)(F)C(O)=O. (6) Given the product [Br:1][C:2]1[CH:3]=[CH:4][C:5]2[O:11][C:9]([C:18](=[O:22])[CH:19]([CH3:21])[CH3:20])=[C:8]([CH3:12])[C:6]=2[CH:7]=1, predict the reactants needed to synthesize it. The reactants are: [Br:1][C:2]1[CH:3]=[CH:4][C:5]([OH:11])=[C:6]([C:8](=O)[CH3:9])[CH:7]=1.[C:12](=O)([O-])[O-].BrC[C:18](=[O:22])[CH:19]([CH3:21])[CH3:20].[K]. (7) Given the product [CH2:38]([O:40][C:41]1[C:50]([O:51][CH3:52])=[CH:49][C:48]2[C:47]([C:53]3[CH:54]=[CH:55][C:56]([C:57]([N:29]4[CH2:28][CH2:27][CH:26]([N:9]5[C:10](=[O:25])[C:11]6[S:15][C:14]([C:16]7[CH:21]=[CH:20][C:19]([F:22])=[CH:18][C:17]=7[O:23][CH3:24])=[CH:13][C:12]=6[N:7]([CH2:6][C:5]6[CH:33]=[CH:34][C:35]([O:36][CH3:37])=[C:3]([F:2])[CH:4]=6)[C:8]5=[O:32])[CH2:31][CH2:30]4)=[O:58])=[CH:60][CH:61]=3)=[N:46][C@@H:45]3[CH2:62][CH2:63][S:64][CH2:65][C@@H:44]3[C:43]=2[CH:42]=1)[CH3:39], predict the reactants needed to synthesize it. The reactants are: Cl.[F:2][C:3]1[CH:4]=[C:5]([CH:33]=[CH:34][C:35]=1[O:36][CH3:37])[CH2:6][N:7]1[C:12]2[CH:13]=[C:14]([C:16]3[CH:21]=[CH:20][C:19]([F:22])=[CH:18][C:17]=3[O:23][CH3:24])[S:15][C:11]=2[C:10](=[O:25])[N:9]([CH:26]2[CH2:31][CH2:30][NH:29][CH2:28][CH2:27]2)[C:8]1=[O:32].[CH2:38]([O:40][C:41]1[C:50]([O:51][CH3:52])=[CH:49][C:48]2[C:47]([C:53]3[CH:61]=[CH:60][C:56]([C:57](O)=[O:58])=[CH:55][CH:54]=3)=[N:46][C@@H:45]3[CH2:62][CH2:63][S:64][CH2:65][C@@H:44]3[C:43]=2[CH:42]=1)[CH3:39].CN(C(ON1N=NC2C=CC=NC1=2)=[N+](C)C)C.F[P-](F)(F)(F)(F)F.CCN(C(C)C)C(C)C.